From a dataset of Full USPTO retrosynthesis dataset with 1.9M reactions from patents (1976-2016). Predict the reactants needed to synthesize the given product. Given the product [CH3:40][O:41][C:42]([C:44]1[CH:49]=[CH:48][CH:47]=[CH:46][C:45]=1[NH:50][C:51]1[N:55]([C:56]2[CH:61]=[CH:60][CH:59]=[CH:58][C:57]=2[CH3:62])[N:54]=[C:53]([CH3:63])[C:52]=1[C:29]1[CH:28]=[C:27]2[C:22](=[C:21]([F:20])[CH:30]=1)[N:23]=[CH:24][CH:25]=[N:26]2)=[O:43], predict the reactants needed to synthesize it. The reactants are: C1(P(C2CCCCC2)C2CCCCC2)CCCCC1.[F:20][C:21]1[CH:30]=[C:29](B2OC(C)(C)C(C)(C)O2)[CH:28]=[C:27]2[C:22]=1[N:23]=[CH:24][CH:25]=[N:26]2.[CH3:40][O:41][C:42]([C:44]1[CH:49]=[CH:48][CH:47]=[CH:46][C:45]=1[NH:50][C:51]1[N:55]([C:56]2[CH:61]=[CH:60][CH:59]=[CH:58][C:57]=2[CH3:62])[N:54]=[C:53]([CH3:63])[C:52]=1Br)=[O:43].P([O-])([O-])([O-])=O.[K+].[K+].[K+].